Dataset: Forward reaction prediction with 1.9M reactions from USPTO patents (1976-2016). Task: Predict the product of the given reaction. (1) Given the reactants [N+:1]([C:4]1[C:13]2[C:8](=[CH:9][CH:10]=[CH:11][CH:12]=2)[C:7]([O:14][C:15]2[CH:20]=[CH:19][N:18]=[C:17]([NH2:21])[CH:16]=2)=[CH:6][CH:5]=1)([O-:3])=[O:2].CCN(CC)CC.[C:29](Cl)(=O)[O:30]C1C=CC=CC=1.[CH3:39][N:40]([CH3:46])[C@@H:41]1[CH2:45][CH2:44][NH:43][CH2:42]1, predict the reaction product. The product is: [CH3:39][N:40]([CH3:46])[C@@H:41]1[CH2:45][CH2:44][N:43]([C:29]([NH:21][C:17]2[CH:16]=[C:15]([O:14][C:7]3[C:8]4[C:13](=[CH:12][CH:11]=[CH:10][CH:9]=4)[C:4]([N+:1]([O-:3])=[O:2])=[CH:5][CH:6]=3)[CH:20]=[CH:19][N:18]=2)=[O:30])[CH2:42]1. (2) The product is: [F:1][C:2]1[CH:3]=[CH:4][C:5]([C:36]2[C:47]([CH3:48])=[CH:46][C:39]([O:40][CH2:41][C:42]([OH:44])([CH3:43])[CH3:45])=[CH:38][C:37]=2[CH3:49])=[C:6]2[C:10]=1[C@H:9]([O:11][C:12]1[CH:25]=[CH:24][C:15]3[C@H:16]([CH2:19][C:20]([O:22][CH3:23])=[O:21])[CH2:17][O:18][C:14]=3[CH:13]=1)[CH2:8][CH2:7]2. Given the reactants [F:1][C:2]1[CH:3]=[CH:4][C:5](B2OC(C)(C)C(C)(C)O2)=[C:6]2[C:10]=1[C@H:9]([O:11][C:12]1[CH:25]=[CH:24][C:15]3[C@H:16]([CH2:19][C:20]([O:22][CH3:23])=[O:21])[CH2:17][O:18][C:14]=3[CH:13]=1)[CH2:8][CH2:7]2.Br[C:36]1[C:47]([CH3:48])=[CH:46][C:39]([O:40][CH2:41][C:42]([CH3:45])([OH:44])[CH3:43])=[CH:38][C:37]=1[CH3:49], predict the reaction product.